From a dataset of Forward reaction prediction with 1.9M reactions from USPTO patents (1976-2016). Predict the product of the given reaction. Given the reactants [CH3:1][O:2][CH2:3][C@H:4]1[CH2:8][CH2:7][CH2:6][N:5]1[S:9]([C:12]1[CH:13]=[C:14]2[C:18](=[CH:19][CH:20]=1)[NH:17][C:16](=[O:21])[C:15]2=[O:22])(=[O:11])=[O:10].[CH2:23](O)[CH2:24][CH2:25][OH:26].C1(C)C=CC(S(O)(=O)=O)=CC=1, predict the reaction product. The product is: [CH3:1][O:2][CH2:3][C@H:4]1[CH2:8][CH2:7][CH2:6][N:5]1[S:9]([C:12]1[CH:13]=[C:14]2[C:18](=[CH:19][CH:20]=1)[NH:17][C:16](=[O:21])[C:15]12[O:26][CH2:25][CH2:24][CH2:23][O:22]1)(=[O:11])=[O:10].